This data is from Full USPTO retrosynthesis dataset with 1.9M reactions from patents (1976-2016). The task is: Predict the reactants needed to synthesize the given product. Given the product [CH2:1]([O:8][C:9]1[CH:14]=[CH:13][C:12]([C:15](=[O:17])[CH2:16][Br:19])=[CH:11][C:10]=1[CH3:18])[C:2]1[CH:3]=[CH:4][CH:5]=[CH:6][CH:7]=1, predict the reactants needed to synthesize it. The reactants are: [CH2:1]([O:8][C:9]1[CH:14]=[CH:13][C:12]([C:15](=[O:17])[CH3:16])=[CH:11][C:10]=1[CH3:18])[C:2]1[CH:7]=[CH:6][CH:5]=[CH:4][CH:3]=1.[Br:19]Br.S([O-])([O-])(=O)=S.[Na+].[Na+].